Dataset: Peptide-MHC class II binding affinity with 134,281 pairs from IEDB. Task: Regression. Given a peptide amino acid sequence and an MHC pseudo amino acid sequence, predict their binding affinity value. This is MHC class II binding data. The peptide sequence is SLILPGIKAQQSKLA. The MHC is DRB1_1101 with pseudo-sequence DRB1_1101. The binding affinity (normalized) is 0.808.